Dataset: Peptide-MHC class II binding affinity with 134,281 pairs from IEDB. Task: Regression. Given a peptide amino acid sequence and an MHC pseudo amino acid sequence, predict their binding affinity value. This is MHC class II binding data. (1) The peptide sequence is RDGQLTIKAERTEQK. The MHC is DRB5_0101 with pseudo-sequence DRB5_0101. The binding affinity (normalized) is 0.469. (2) The peptide sequence is AAYAAQGYKVLVLNPSVAAT. The MHC is DRB1_0405 with pseudo-sequence DRB1_0405. The binding affinity (normalized) is 0.342. (3) The peptide sequence is YDKFLANVSTVLSGK. The MHC is DRB1_1101 with pseudo-sequence DRB1_1101. The binding affinity (normalized) is 0.728. (4) The peptide sequence is EGKIILVAVHVASGYIE. The MHC is DRB1_0901 with pseudo-sequence DRB1_0901. The binding affinity (normalized) is 0.624. (5) The peptide sequence is FGLSYKEQVGSNREL. The MHC is DRB1_0101 with pseudo-sequence DRB1_0101. The binding affinity (normalized) is 0.348. (6) The peptide sequence is ENALSLLDKIYTSPLC. The MHC is HLA-DQA10301-DQB10302 with pseudo-sequence HLA-DQA10301-DQB10302. The binding affinity (normalized) is 0.393. (7) The peptide sequence is DKFYDCLKNSADTISSYF. The MHC is DRB1_1501 with pseudo-sequence DRB1_1501. The binding affinity (normalized) is 0.391.